From a dataset of Peptide-MHC class I binding affinity with 185,985 pairs from IEDB/IMGT. Regression. Given a peptide amino acid sequence and an MHC pseudo amino acid sequence, predict their binding affinity value. This is MHC class I binding data. (1) The peptide sequence is EIKSLFNTI. The MHC is HLA-A02:06 with pseudo-sequence HLA-A02:06. The binding affinity (normalized) is 0.619. (2) The peptide sequence is GRDHVRVTL. The MHC is HLA-B08:01 with pseudo-sequence HLA-B08:01. The binding affinity (normalized) is 0.275. (3) The peptide sequence is FFKQTFGSL. The MHC is HLA-B15:03 with pseudo-sequence HLA-B15:03. The binding affinity (normalized) is 0.354. (4) The binding affinity (normalized) is 0.423. The MHC is HLA-B07:02 with pseudo-sequence HLA-B07:02. The peptide sequence is FPGDKTSYW. (5) The peptide sequence is HFFSVLIAR. The MHC is Patr-A0101 with pseudo-sequence Patr-A0101. The binding affinity (normalized) is 1.00.